Dataset: TCR-epitope binding with 47,182 pairs between 192 epitopes and 23,139 TCRs. Task: Binary Classification. Given a T-cell receptor sequence (or CDR3 region) and an epitope sequence, predict whether binding occurs between them. (1) The epitope is LEPLVDLPI. The TCR CDR3 sequence is CAINEGLNQPQHF. Result: 1 (the TCR binds to the epitope). (2) The epitope is YVLDHLIVV. The TCR CDR3 sequence is CASSLQGLIETQYF. Result: 0 (the TCR does not bind to the epitope). (3) The epitope is HTTDPSFLGRY. The TCR CDR3 sequence is CASSYGWGSQPQHF. Result: 1 (the TCR binds to the epitope). (4) The epitope is MPASWVMRI. The TCR CDR3 sequence is CASSSEGRGRTYEQYF. Result: 1 (the TCR binds to the epitope). (5) The epitope is ITEEVGHTDLMAAY. The TCR CDR3 sequence is CASSQDVAGVYIEQYF. Result: 1 (the TCR binds to the epitope). (6) The epitope is LLWNGPMAV. Result: 1 (the TCR binds to the epitope). The TCR CDR3 sequence is CASSVLRGRQGAWGEKLFF. (7) Result: 0 (the TCR does not bind to the epitope). The epitope is IYSKHTPINL. The TCR CDR3 sequence is CASSEGWEKLFF. (8) The epitope is FQPTNGVGY. The TCR CDR3 sequence is CASALAGAETQYF. Result: 0 (the TCR does not bind to the epitope). (9) The epitope is GTITSGWTF. The TCR CDR3 sequence is CSARPLRESYNSPLHF. Result: 0 (the TCR does not bind to the epitope).